Dataset: Reaction yield outcomes from USPTO patents with 853,638 reactions. Task: Predict the reaction yield, written as a fraction of the theoretical maximum amount of product (1.0 means a 100% yield; for example, 0.34 means a 34% yield). (1) The reactants are C(OC(=O)[NH:10][C@H:11]1[C:20]2[C:15](=[CH:16][CH:17]=[CH:18][CH:19]=2)[N:14]([C:21](=[O:31])[C:22]2[CH:27]=[CH:26][C:25]([N:28]([CH3:30])[CH3:29])=[CH:24][CH:23]=2)[C@@H:13]([CH3:32])[CH2:12]1)C1C=CC=CC=1. The catalyst is C(O)C. The product is [CH3:30][N:28]([CH3:29])[C:25]1[CH:24]=[CH:23][C:22]([C:21]([N:14]2[C:15]3[C:20](=[CH:19][CH:18]=[CH:17][CH:16]=3)[C@H:11]([NH2:10])[CH2:12][C@@H:13]2[CH3:32])=[O:31])=[CH:27][CH:26]=1. The yield is 0.920. (2) The reactants are [Cl:1][C:2]1[N:7]=[C:6]([C:8]2[S:12][C:11]([CH:13]([CH3:15])[CH3:14])=[N:10][C:9]=2[C:16]2[CH:17]=[C:18]([CH:20]=[CH:21][CH:22]=2)[NH2:19])[CH:5]=[CH:4][N:3]=1.[CH:23]1([S:26](Cl)(=[O:28])=[O:27])[CH2:25][CH2:24]1. No catalyst specified. The product is [Cl:1][C:2]1[N:7]=[C:6]([C:8]2[S:12][C:11]([CH:13]([CH3:15])[CH3:14])=[N:10][C:9]=2[C:16]2[CH:17]=[C:18]([NH:19][S:26]([CH:23]3[CH2:25][CH2:24]3)(=[O:28])=[O:27])[CH:20]=[CH:21][CH:22]=2)[CH:5]=[CH:4][N:3]=1. The yield is 0.944. (3) The reactants are C([O:8][C:9]1[CH:14]=[CH:13][C:12]([C:15]2[N:16]3[C:20]([N:21]=[C:22]4[CH2:28][CH2:27][CH2:26][CH2:25][CH2:24][C:23]=24)=[CH:19][CH:18]=[N:17]3)=[CH:11][CH:10]=1)C1C=CC=CC=1.CCOC(C)=O. The catalyst is CO.[Pd]. The product is [N:17]1[N:16]2[C:20]([N:21]=[C:22]3[CH2:28][CH2:27][CH2:26][CH2:25][CH2:24][C:23]3=[C:15]2[C:12]2[CH:11]=[CH:10][C:9]([OH:8])=[CH:14][CH:13]=2)=[CH:19][CH:18]=1. The yield is 0.790. (4) The yield is 0.430. The reactants are [CH2:1]([O:3][CH2:4][C:5]1[N:6]([CH2:18][C:19]2([OH:23])[CH2:22][CH2:21][CH2:20]2)[C:7]2[C:16]3[CH:15]=[CH:14][CH:13]=[CH:12][C:11]=3[N:10]=[CH:9][C:8]=2[N:17]=1)[CH3:2].C1C=C(Cl)C=C(C(OO)=O)C=1.[OH-].[NH4+:36].S(Cl)(C1C=CC(C)=CC=1)(=O)=O. The catalyst is ClCCl. The product is [NH2:36][C:9]1[C:8]2[N:17]=[C:5]([CH2:4][O:3][CH2:1][CH3:2])[N:6]([CH2:18][C:19]3([OH:23])[CH2:22][CH2:21][CH2:20]3)[C:7]=2[C:16]2[CH:15]=[CH:14][CH:13]=[CH:12][C:11]=2[N:10]=1. (5) The reactants are Cl[CH2:2][C:3]([O:5][CH2:6][CH3:7])=[O:4].[C:8]([NH2:12])(=[S:11])[CH2:9][CH3:10].[CH3:13][C:14](C)=O. No catalyst specified. The product is [CH2:6]([O:5][C:3](=[O:4])[CH2:2][C:13]1[N:12]=[C:8]([CH2:9][CH3:10])[S:11][CH:14]=1)[CH3:7]. The yield is 0.450.